The task is: Predict the reaction yield, written as a fraction of the theoretical maximum amount of product (1.0 means a 100% yield; for example, 0.34 means a 34% yield).. This data is from Reaction yield outcomes from USPTO patents with 853,638 reactions. (1) The reactants are [CH3:1][O:2][C:3]1[CH:12]=[C:11]([O:13][CH3:14])[CH:10]=[C:9]2[C:4]=1[C:5](=[O:27])[NH:6][C:7]([C:15]1[CH:20]=[CH:19][C:18]([N:21]3[CH2:26][CH2:25][NH:24][CH2:23][CH2:22]3)=[CH:17][CH:16]=1)=[N:8]2.CCN(CC)CC.[C:35](Cl)(=[O:41])[CH2:36][CH2:37][CH2:38][CH2:39][CH3:40]. The catalyst is C(Cl)Cl. The product is [C:35]([N:24]1[CH2:23][CH2:22][N:21]([C:18]2[CH:19]=[CH:20][C:15]([C:7]3[NH:6][C:5](=[O:27])[C:4]4[C:9](=[CH:10][C:11]([O:13][CH3:14])=[CH:12][C:3]=4[O:2][CH3:1])[N:8]=3)=[CH:16][CH:17]=2)[CH2:26][CH2:25]1)(=[O:41])[CH2:36][CH2:37][CH2:38][CH2:39][CH3:40]. The yield is 0.380. (2) The yield is 0.520. The product is [F:29][C:26]1[CH:27]=[CH:28][C:23]([N:6]2[C:7]3=[C:8]4[C:13](=[C:14]([C:17]5[CH:18]=[CH:19][CH:20]=[CH:21][CH:22]=5)[CH:15]=[C:16]3[C:4]([CH2:3][N:34]3[C:33](=[O:35])[C:32]5=[CH:36][CH:37]=[CH:38][CH:39]=[C:31]5[C:30]3=[O:40])=[N:5]2)[CH:12]=[N:11][CH:10]=[CH:9]4)=[CH:24][CH:25]=1. The reactants are Cl.Cl[CH2:3][C:4]1[C:16]2[C:7](=[C:8]3[C:13](=[C:14]([C:17]4[CH:22]=[CH:21][CH:20]=[CH:19][CH:18]=4)[CH:15]=2)[CH:12]=[N:11][CH:10]=[CH:9]3)[N:6]([C:23]2[CH:28]=[CH:27][C:26]([F:29])=[CH:25][CH:24]=2)[N:5]=1.[C:30]1(=[O:40])[NH:34][C:33](=[O:35])[C:32]2=[CH:36][CH:37]=[CH:38][CH:39]=[C:31]12.[K]. The catalyst is CN(C=O)C. (3) The reactants are [CH2:1](N(CC)CC)[CH3:2].[Cl-].[Mg+2].[Cl-].[C:11]([O-:17])(=[O:16])[CH2:12][C:13]([O-:15])=O.[K+].[K+].[Cl:20][C:21]1[C:22](C(Cl)=O)=[N:23][CH:24]=[CH:25][CH:26]=1. The catalyst is CC#N. The product is [CH2:1]([O:17][C:11](=[O:16])[CH2:12][C:13]([C:22]1[C:21]([Cl:20])=[CH:26][CH:25]=[CH:24][N:23]=1)=[O:15])[CH3:2]. The yield is 0.700.